Dataset: Reaction yield outcomes from USPTO patents with 853,638 reactions. Task: Predict the reaction yield, written as a fraction of the theoretical maximum amount of product (1.0 means a 100% yield; for example, 0.34 means a 34% yield). (1) The reactants are [Cl:1][C:2]1[CH:18]=[CH:17][C:5]2[CH2:6][CH2:7][N:8]([C:11](=[O:16])[C:12]([F:15])([F:14])[F:13])[CH2:9][CH2:10][C:4]=2[C:3]=1[NH:19][CH2:20][CH2:21][CH2:22][C:23]1([C:28]2[CH:33]=[CH:32][CH:31]=[CH:30][CH:29]=2)OCCO1.CO.Cl.C([BH3-])#N.[Na+]. The catalyst is C(Cl)Cl.C(OCC)C. The product is [Cl:1][C:2]1[CH:18]=[CH:17][C:5]2[CH2:6][CH2:7][N:8]([C:11](=[O:16])[C:12]([F:14])([F:15])[F:13])[CH2:9][CH2:10][C:4]=2[C:3]=1[N:19]1[CH2:20][CH2:21][CH2:22][CH:23]1[C:28]1[CH:29]=[CH:30][CH:31]=[CH:32][CH:33]=1. The yield is 0.710. (2) The reactants are [Cl:1][C:2]1[CH:7]=[CH:6][C:5]([SH:8])=[CH:4][CH:3]=1.C1(P(C2C=CC=CC=2)C2C=CC=CC=2)C=CC=CC=1.N(C(OC(C)C)=O)=NC(OC(C)C)=O.[F:42][C:43]1[CH:50]=[CH:49][C:48]([F:51])=[CH:47][C:44]=1[CH2:45]O. The catalyst is O1CCCC1. The product is [Cl:1][C:2]1[CH:7]=[CH:6][C:5]([S:8][CH2:45][C:44]2[CH:47]=[C:48]([F:51])[CH:49]=[CH:50][C:43]=2[F:42])=[CH:4][CH:3]=1. The yield is 0.290. (3) The reactants are [Cl:1][C:2]1[CH:3]=[C:4]2[C:8](=[CH:9][CH:10]=1)[NH:7][C:6]([C:11]([NH:13][C@@H:14]([CH2:20][C:21]1[CH:26]=[CH:25][CH:24]=[CH:23][CH:22]=1)[C@@H:15]([OH:19])[C:16]([OH:18])=O)=[O:12])=[CH:5]2.[NH:27]1[CH2:31][CH:30]=[CH:29][CH2:28]1.O.ON1C2C=CC=CC=2N=N1.C(N(CC)C(C)C)(C)C.Cl.CN(C)CCCN=C=NCC. The catalyst is O1CCCC1.C(OCC)(=O)C.O. The product is [Cl:1][C:2]1[CH:3]=[C:4]2[C:8](=[CH:9][CH:10]=1)[NH:7][C:6]([C:11]([NH:13][C@@H:14]([CH2:20][C:21]1[CH:26]=[CH:25][CH:24]=[CH:23][CH:22]=1)[C@@H:15]([OH:19])[C:16]([N:27]1[CH2:31][CH:30]=[CH:29][CH2:28]1)=[O:18])=[O:12])=[CH:5]2. The yield is 0.927. (4) The reactants are [O:1]1[CH2:6][CH2:5][C:4](=[O:7])[CH2:3][CH2:2]1.[CH3:8][N:9]([CH:11](OC)OC)[CH3:10]. No catalyst specified. The product is [CH3:8][N:9](/[CH:11]=[C:3]1/[CH2:2][O:1][CH2:6][CH2:5][C:4]/1=[O:7])[CH3:10]. The yield is 0.390.